This data is from Catalyst prediction with 721,799 reactions and 888 catalyst types from USPTO. The task is: Predict which catalyst facilitates the given reaction. (1) Reactant: [Br:1][C:2]1[CH:3]=[C:4]2[C:11]3([C:15](=[O:16])[NH:14][C:13](=O)[NH:12]3)[CH2:10][CH:9]([C:18]3[S:19][CH:20]=[CH:21][CH:22]=3)[O:8][C:5]2=[CH:6][CH:7]=1.COC1C=CC(P2(SP(C3C=CC(OC)=CC=3)(=S)S2)=[S:32])=CC=1. Product: [Br:1][C:2]1[CH:3]=[C:4]2[C:11]3([C:15](=[O:16])[NH:14][C:13](=[S:32])[NH:12]3)[CH2:10][CH:9]([C:18]3[S:19][CH:20]=[CH:21][CH:22]=3)[O:8][C:5]2=[CH:6][CH:7]=1. The catalyst class is: 12. (2) The catalyst class is: 164. Product: [Cl:30][C:27]1[CH:28]=[CH:29][C:24]([CH:14]([C@@H:13]([CH3:20])[C:12]([F:21])([F:22])[F:11])[C:15]([O:17][CH2:18][CH3:19])=[O:16])=[C:25]([CH3:31])[CH:26]=1. Reactant: C[Si](C)(C)[N-][Si](C)(C)C.[Li+].[F:11][C:12]([F:22])([F:21])[C@H:13]([CH3:20])[CH2:14][C:15]([O:17][CH2:18][CH3:19])=[O:16].Br[C:24]1[CH:29]=[CH:28][C:27]([Cl:30])=[CH:26][C:25]=1[CH3:31].C1(P(C2CCCCC2)C2C=CC=CC=2C2C=CC=CC=2N(C)C)CCCCC1. (3) The catalyst class is: 1. Product: [Cl:23][C:24]1[CH:25]=[C:26]([C@@H:30]2[C@@H:35]([C:36]3[CH:37]=[CH:38][C:39]([Cl:42])=[CH:40][CH:41]=3)[N:34]([C@@H:43]([CH2:46][CH3:47])[CH:44]=[CH:3][C:1]#[N:2])[C:33](=[O:48])[C@:32]([CH2:50][CH:51]3[CH2:55][O:54][C:53]([CH3:57])([CH3:56])[O:52]3)([CH3:49])[CH2:31]2)[CH:27]=[CH:28][CH:29]=1. Reactant: [C:1]([CH2:3]P(=O)(OCC)OCC)#[N:2].CN1C(=O)N(C)CCC1.[H-].[Na+].[Cl:23][C:24]1[CH:25]=[C:26]([C@@H:30]2[C@@H:35]([C:36]3[CH:41]=[CH:40][C:39]([Cl:42])=[CH:38][CH:37]=3)[N:34]([C@@H:43]([CH2:46][CH3:47])[CH:44]=O)[C:33](=[O:48])[C@:32]([CH2:50][CH:51]3[CH2:55][O:54][C:53]([CH3:57])([CH3:56])[O:52]3)([CH3:49])[CH2:31]2)[CH:27]=[CH:28][CH:29]=1. (4) Reactant: C(OC(=O)[NH:7][C:8]1[CH:13]=[CH:12][C:11]([O:14][C:15]([F:18])([F:17])[F:16])=[CH:10][C:9]=1[NH:19][C:20](=[O:38])[CH2:21][C:22]([C:24]1[CH:29]=[CH:28][CH:27]=[C:26]([C:30]2[CH:35]=[C:34]([CH3:36])[N:33]=[C:32]([CH3:37])[CH:31]=2)[CH:25]=1)=O)(C)(C)C.C(O)(C(F)(F)F)=O. Product: [CH3:36][C:34]1[CH:35]=[C:30]([C:26]2[CH:25]=[C:24]([C:22]3[CH2:21][C:20](=[O:38])[NH:19][C:9]4[CH:10]=[C:11]([O:14][C:15]([F:18])([F:17])[F:16])[CH:12]=[CH:13][C:8]=4[N:7]=3)[CH:29]=[CH:28][CH:27]=2)[CH:31]=[C:32]([CH3:37])[N:33]=1. The catalyst class is: 2.